This data is from Catalyst prediction with 721,799 reactions and 888 catalyst types from USPTO. The task is: Predict which catalyst facilitates the given reaction. (1) Reactant: [Cl:1][C:2]1[C:3]([F:45])=[C:4]([C@@H:8]2[C@:12]([C:15]3[CH:20]=[CH:19][C:18]([Cl:21])=[CH:17][C:16]=3[F:22])([C:13]#[N:14])[C@H:11]([CH2:23][C:24]([CH3:27])([CH3:26])[CH3:25])[NH:10][C@H:9]2[C:28](NC2C=CC(C(O)=O)=CC=2OC(F)(F)F)=[O:29])[CH:5]=[CH:6][CH:7]=1.[N:46]([C:49]1[CH:54]=[CH:53][CH:52]=[CH:51][CH:50]=1)=[C:47]=[O:48]. Product: [Cl:1][C:2]1[C:3]([F:45])=[C:4]([C@H:8]2[C@H:9]3[N:10]([C:47](=[O:48])[N:46]([C:49]4[CH:54]=[CH:53][CH:52]=[CH:51][CH:50]=4)[C:28]3=[O:29])[C@@H:11]([CH2:23][C:24]([CH3:27])([CH3:25])[CH3:26])[C@@:12]2([C:15]2[CH:20]=[CH:19][C:18]([Cl:21])=[CH:17][C:16]=2[F:22])[C:13]#[N:14])[CH:5]=[CH:6][CH:7]=1. The catalyst class is: 2. (2) Reactant: [OH:1][C:2]1[CH:9]=[CH:8][C:5]([CH:6]=[O:7])=[CH:4][CH:3]=1.Br[CH2:11][CH2:12][CH2:13][CH2:14][CH2:15][C:16]([F:19])([F:18])[F:17].C([O-])([O-])=O.[K+].[K+]. Product: [F:17][C:16]([F:19])([F:18])[CH2:15][CH2:14][CH2:13][CH2:12][CH2:11][O:1][C:2]1[CH:9]=[CH:8][C:5]([CH:6]=[O:7])=[CH:4][CH:3]=1. The catalyst class is: 23. (3) Reactant: [CH3:1][C:2]1[N:12]=[CH:11][CH:10]=[C:9]([CH3:13])[C:3]=1[C:4](OCC)=[O:5].CC(C[AlH]CC(C)C)C. Product: [CH3:1][C:2]1[C:3]([CH2:4][OH:5])=[C:9]([CH3:13])[CH:10]=[CH:11][N:12]=1. The catalyst class is: 2. (4) Reactant: [Cl:1][C:2]1[CH:3]=[C:4]2[C:9](=[CH:10][C:11]=1[C:12]([F:15])([F:14])[F:13])[C:8](=[O:16])[NH:7][CH2:6][CH2:5]2.Br[C:18]1[CH:19]=[N:20][CH:21]=[CH:22][C:23]=1[C:24]([F:27])([F:26])[F:25].P([O-])([O-])([O-])=O.[K+].[K+].[K+]. Product: [Cl:1][C:2]1[CH:3]=[C:4]2[C:9](=[CH:10][C:11]=1[C:12]([F:14])([F:13])[F:15])[C:8](=[O:16])[N:7]([C:18]1[CH:19]=[N:20][CH:21]=[CH:22][C:23]=1[C:24]([F:27])([F:26])[F:25])[CH2:6][CH2:5]2. The catalyst class is: 246. (5) Reactant: [CH3:1][N:2]1[CH2:7][CH2:6][N:5]2[C:8]([C:18](=O)[C:19]([O:21][CH3:22])=[O:20])=[C:9]([C:13](OCC)=[O:14])[C:10]([O:11][CH3:12])=[C:4]2[C:3]1=[O:24].C(OC(NCC(N(CC(OC)OC)C)=O)=O)C1C=CC=CC=1.C(O)(=O)C.[NH2:51][NH2:52]. Product: [CH3:12][O:11][C:10]1[C:9]2[C:13](=[O:14])[NH:52][N:51]=[C:18]([C:19]([O:21][CH3:22])=[O:20])[C:8]=2[N:5]2[CH2:6][CH2:7][N:2]([CH3:1])[C:3](=[O:24])[C:4]=12. The catalyst class is: 15.